From a dataset of Forward reaction prediction with 1.9M reactions from USPTO patents (1976-2016). Predict the product of the given reaction. The product is: [CH2:17]([N:18]([CH3:22])[CH2:19][C:20]([N:9]1[C:10]2[C:5](=[CH:4][C:3]([O:2][CH3:1])=[C:12]([N+:13]([O-:15])=[O:14])[CH:11]=2)[CH2:6][CH2:7][CH2:8]1)=[O:28])[CH3:16]. Given the reactants [CH3:1][O:2][C:3]1[CH:4]=[C:5]2[C:10](=[CH:11][C:12]=1[N+:13]([O-:15])=[O:14])[NH:9][CH2:8][CH2:7][CH2:6]2.[CH3:16][CH2:17][N:18]([CH:22](C)C)[CH:19](C)[CH3:20].BrCC(Cl)=[O:28].N1C2C(=CC=CC=2)C=CC=1.C(NC)C.C(=O)(O)[O-].[Na+], predict the reaction product.